From a dataset of NCI-60 drug combinations with 297,098 pairs across 59 cell lines. Regression. Given two drug SMILES strings and cell line genomic features, predict the synergy score measuring deviation from expected non-interaction effect. Drug 1: CC1=CC=C(C=C1)C2=CC(=NN2C3=CC=C(C=C3)S(=O)(=O)N)C(F)(F)F. Drug 2: CC(C)CN1C=NC2=C1C3=CC=CC=C3N=C2N. Cell line: KM12. Synergy scores: CSS=-4.17, Synergy_ZIP=4.17, Synergy_Bliss=4.35, Synergy_Loewe=0.280, Synergy_HSA=-1.65.